This data is from Forward reaction prediction with 1.9M reactions from USPTO patents (1976-2016). The task is: Predict the product of the given reaction. Given the reactants Br[CH2:2][C:3]([O:5][CH3:6])=[O:4].[F:7][C:8]([F:32])([F:31])[C:9]1[N:13]2[N:14]=[C:15]([N:18]3[CH2:23][CH2:22][CH:21]([C:24]4[CH:29]=[CH:28][C:27]([OH:30])=[CH:26][CH:25]=4)[CH2:20][CH2:19]3)[CH:16]=[CH:17][C:12]2=[N:11][N:10]=1.C(=O)([O-])[O-].[K+].[K+], predict the reaction product. The product is: [F:32][C:8]([F:7])([F:31])[C:9]1[N:13]2[N:14]=[C:15]([N:18]3[CH2:23][CH2:22][CH:21]([C:24]4[CH:29]=[CH:28][C:27]([O:30][CH2:2][C:3]([O:5][CH3:6])=[O:4])=[CH:26][CH:25]=4)[CH2:20][CH2:19]3)[CH:16]=[CH:17][C:12]2=[N:11][N:10]=1.